Dataset: Full USPTO retrosynthesis dataset with 1.9M reactions from patents (1976-2016). Task: Predict the reactants needed to synthesize the given product. (1) Given the product [C:23]([O:27][C:28](=[O:31])[CH2:29][O:20][CH2:19][C@@:14]1([CH3:18])[CH2:15][CH2:16][CH2:17][N:12]([CH2:11][C@@H:2]2[O:1][C:6]3[CH:7]=[CH:8][CH:9]=[CH:10][C:5]=3[O:4][CH2:3]2)[CH2:13]1)([CH3:26])([CH3:25])[CH3:24], predict the reactants needed to synthesize it. The reactants are: [O:1]1[C:6]2[CH:7]=[CH:8][CH:9]=[CH:10][C:5]=2[O:4][CH2:3][C@@H:2]1[CH2:11][N:12]1[CH2:17][CH2:16][CH2:15][C@@:14]([CH2:19][OH:20])([CH3:18])[CH2:13]1.[OH-].[Na+].[C:23]([O:27][C:28](=[O:31])[CH2:29]Br)([CH3:26])([CH3:25])[CH3:24]. (2) Given the product [CH:26]1([CH2:32][CH2:33][NH:1][C@@H:2]([C:10]2[NH:11][C:12]3[C:17]([CH:18]=2)=[CH:16][C:15]([CH3:19])=[CH:14][C:13]=3[NH:20][CH:21]2[CH2:25][CH2:24][CH2:23][CH2:22]2)[CH2:3][C:4]2[CH:9]=[CH:8][CH:7]=[CH:6][CH:5]=2)[CH2:31][CH2:30][CH2:29][CH2:28][CH2:27]1, predict the reactants needed to synthesize it. The reactants are: [NH2:1][C@@H:2]([C:10]1[NH:11][C:12]2[C:17]([CH:18]=1)=[CH:16][C:15]([CH3:19])=[CH:14][C:13]=2[NH:20][CH:21]1[CH2:25][CH2:24][CH2:23][CH2:22]1)[CH2:3][C:4]1[CH:9]=[CH:8][CH:7]=[CH:6][CH:5]=1.[CH:26]1([CH2:32][CH:33]=O)[CH2:31][CH2:30][CH2:29][CH2:28][CH2:27]1. (3) Given the product [CH3:34][C:35]1([CH3:43])[O:39][C@H:38]([C:40]([N:2]2[CH2:7][CH2:6][C:5]([C:8]3[C:9]([F:27])=[CH:10][C:11]([N:15]4[CH2:19][C@H:18]([CH2:20][N:21]5[CH:25]=[CH:24][N:23]=[N:22]5)[O:17][C:16]4=[O:26])=[CH:12][C:13]=3[F:14])=[CH:4][CH2:3]2)=[O:41])[CH2:37][O:36]1, predict the reactants needed to synthesize it. The reactants are: Cl.[NH:2]1[CH2:7][CH2:6][C:5]([C:8]2[C:13]([F:14])=[CH:12][C:11]([N:15]3[CH2:19][C@H:18]([CH2:20][N:21]4[CH:25]=[CH:24][N:23]=[N:22]4)[O:17][C:16]3=[O:26])=[CH:10][C:9]=2[F:27])=[CH:4][CH2:3]1.N1C=CC=CC=1.[CH3:34][C:35]1([CH3:43])[O:39][C@H:38]([C:40](Cl)=[O:41])[CH2:37][O:36]1.